Dataset: Catalyst prediction with 721,799 reactions and 888 catalyst types from USPTO. Task: Predict which catalyst facilitates the given reaction. (1) Reactant: [OH-].[K+].[C:3]([O:7][C:8](=[O:21])[NH:9][C@H:10]([CH2:19][OH:20])[CH2:11][C:12]1[CH:17]=[CH:16][C:15]([OH:18])=[CH:14][CH:13]=1)([CH3:6])([CH3:5])[CH3:4].Cl[C:23]1[N:28]=[CH:27][CH:26]=[CH:25][N:24]=1.C(=O)([O-])O.[Na+]. Product: [C:3]([O:7][C:8](=[O:21])[NH:9][CH:10]([CH2:19][OH:20])[CH2:11][C:12]1[CH:13]=[CH:14][C:15]([O:18][C:23]2[N:28]=[CH:27][CH:26]=[CH:25][N:24]=2)=[CH:16][CH:17]=1)([CH3:5])([CH3:4])[CH3:6]. The catalyst class is: 16. (2) Reactant: ClC(Cl)(OC(=O)[O:6][C:7]([Cl:10])(Cl)Cl)Cl.[Cl:13][C:14]1[CH:15]=[CH:16][C:17]([O:20][CH:21]([CH:23]2[CH:27]([C:28]3[CH:33]=[CH:32][C:31]([Cl:34])=[C:30]([Cl:35])[CH:29]=3)[CH2:26][NH:25][CH2:24]2)[CH3:22])=[N:18][CH:19]=1.N1C=CC=CC=1.CCOC(C)=O. Product: [Cl:13][C:14]1[CH:15]=[CH:16][C:17]([O:20][CH:21]([CH:23]2[CH:27]([C:28]3[CH:33]=[CH:32][C:31]([Cl:34])=[C:30]([Cl:35])[CH:29]=3)[CH2:26][N:25]([C:7]([Cl:10])=[O:6])[CH2:24]2)[CH3:22])=[N:18][CH:19]=1. The catalyst class is: 2.